This data is from Catalyst prediction with 721,799 reactions and 888 catalyst types from USPTO. The task is: Predict which catalyst facilitates the given reaction. (1) Reactant: C([O:3][C:4](=O)[CH2:5][CH2:6][C:7]1[CH:12]=[C:11]([F:13])[CH:10]=[CH:9][C:8]=1[O:14][CH3:15])C.CC(C[AlH]CC(C)C)C.CO.Cl. Product: [F:13][C:11]1[CH:10]=[CH:9][C:8]([O:14][CH3:15])=[C:7]([CH2:6][CH2:5][CH:4]=[O:3])[CH:12]=1. The catalyst class is: 11. (2) Reactant: [CH2:1]([C:3]1[C:8]([CH:9]=O)=[CH:7][CH:6]=[CH:5][C:4]=1[C:11]1[S:15][C:14]([C:16]2[CH:17]=[CH:18][C:19]([O:24][CH:25]([CH3:27])[CH3:26])=[C:20]([CH:23]=2)[C:21]#[N:22])=[N:13][CH:12]=1)[CH3:2].C(O)(=O)C.C([O-])(=O)C.[Na+].[NH:37]1[CH2:42][CH2:41][CH:40]([C:43]([O:45][CH2:46][CH3:47])=[O:44])[CH2:39][CH2:38]1. Product: [C:21]([C:20]1[CH:23]=[C:16]([C:14]2[S:15][C:11]([C:4]3[C:3]([CH2:1][CH3:2])=[C:8]([CH2:9][N:37]4[CH2:42][CH2:41][CH:40]([C:43]([O:45][CH2:46][CH3:47])=[O:44])[CH2:39][CH2:38]4)[CH:7]=[CH:6][CH:5]=3)=[CH:12][N:13]=2)[CH:17]=[CH:18][C:19]=1[O:24][CH:25]([CH3:27])[CH3:26])#[N:22]. The catalyst class is: 8. (3) Reactant: O[CH2:2][CH:3]([CH2:5]O)[OH:4].P(=O)(O)(O)O.[Al:12]. Product: [CH3:2][CH:3]([CH3:5])[O-:4].[Al+3:12].[CH3:2][CH:3]([CH3:5])[O-:4].[CH3:2][CH:3]([CH3:5])[O-:4]. The catalyst class is: 6. (4) Reactant: [C:1]([CH:5]1[N:14]2[C:9](=[CH:10][C:11](=[O:20])[C:12]([C:15]([O:17]CC)=[O:16])=[CH:13]2)[C:8]2[CH:21]=[C:22]([O:34][CH3:35])[C:23]([O:25][CH2:26][CH2:27][CH2:28][N:29]3[CH:33]=[N:32][CH:31]=[N:30]3)=[CH:24][C:7]=2[CH2:6]1)([CH3:4])([CH3:3])[CH3:2].[OH-].[Na+].Cl. Product: [C:1]([CH:5]1[N:14]2[C:9](=[CH:10][C:11](=[O:20])[C:12]([C:15]([OH:17])=[O:16])=[CH:13]2)[C:8]2[CH:21]=[C:22]([O:34][CH3:35])[C:23]([O:25][CH2:26][CH2:27][CH2:28][N:29]3[CH:33]=[N:32][CH:31]=[N:30]3)=[CH:24][C:7]=2[CH2:6]1)([CH3:4])([CH3:2])[CH3:3]. The catalyst class is: 88. (5) Product: [CH3:1][C:2]1[N:7]=[C:6]([C:8]([OH:10])=[O:9])[CH:5]=[CH:4][C:3]=1[O:12][CH2:13][CH2:14][O:15][C:16]([F:18])([F:17])[F:19]. The catalyst class is: 24. Reactant: [CH3:1][C:2]1[N:7]=[C:6]([C:8]([O:10]C)=[O:9])[CH:5]=[CH:4][C:3]=1[O:12][CH2:13][CH2:14][O:15][C:16]([F:19])([F:18])[F:17].[OH-].[Na+].Cl. (6) Reactant: [Cl:1][C:2]1[N:7]=[C:6]([CH2:8][C:9]([C:11]2[CH:12]=[C:13]([NH:17][C:18](=[O:27])[C:19]3[C:24]([F:25])=[CH:23][CH:22]=[CH:21][C:20]=3[F:26])[CH:14]=[CH:15][CH:16]=2)=O)[CH:5]=[CH:4][N:3]=1.C1C(=O)N(Br)C(=O)C1.[C:36](=[S:40])([NH2:39])[CH2:37][CH3:38]. Product: [Cl:1][C:2]1[N:7]=[C:6]([C:8]2[S:40][C:36]([CH2:37][CH3:38])=[N:39][C:9]=2[C:11]2[CH:12]=[C:13]([NH:17][C:18](=[O:27])[C:19]3[C:24]([F:25])=[CH:23][CH:22]=[CH:21][C:20]=3[F:26])[CH:14]=[CH:15][CH:16]=2)[CH:5]=[CH:4][N:3]=1. The catalyst class is: 31. (7) Reactant: [CH3:1][C:2]1([CH3:11])[CH2:7][C:6](=O)[CH2:5][C:4]([CH3:10])([CH3:9])[NH:3]1.[CH3:12][N:13]([CH3:18])[CH2:14][CH2:15][CH2:16][NH2:17]. Product: [CH3:12][N:13]([CH3:18])[CH2:14][CH2:15][CH2:16][NH:17][CH:6]1[CH2:7][C:2]([CH3:11])([CH3:1])[NH:3][C:4]([CH3:10])([CH3:9])[CH2:5]1. The catalyst class is: 6. (8) Reactant: [C:1]1([Mg]Br)[CH:6]=[CH:5][CH:4]=[CH:3][CH:2]=1.Cl[C:10]1[CH:15]=[CH:14][N:13]=[C:12]([S:16][CH3:17])[N:11]=1. Product: [CH3:17][S:16][C:12]1[N:13]=[C:14]([C:1]2[CH:6]=[CH:5][CH:4]=[CH:3][CH:2]=2)[CH:15]=[CH:10][N:11]=1. The catalyst class is: 1. (9) Reactant: [H-].[Na+].[Br:3][C:4]1[CH:5]=[C:6]2[C:10](=[CH:11][CH:12]=1)[NH:9][CH:8]=[CH:7]2.S(O[CH2:24][CH:25]1[CH2:29][CH2:28][N:27]([C:30]([O:32][CH2:33][C:34]2[CH:39]=[CH:38][CH:37]=[CH:36][CH:35]=2)=[O:31])[CH2:26]1)(C1C=CC(C)=CC=1)(=O)=O.C(OCC)(=O)C.CCCCCC. Product: [Br:3][C:4]1[CH:5]=[C:6]2[C:10](=[CH:11][CH:12]=1)[N:9]([CH2:24][CH:25]1[CH2:29][CH2:28][N:27]([C:30]([O:32][CH2:33][C:34]3[CH:39]=[CH:38][CH:37]=[CH:36][CH:35]=3)=[O:31])[CH2:26]1)[CH:8]=[CH:7]2. The catalyst class is: 3. (10) Reactant: [CH2:1]([N:8]([CH:15]([CH3:32])[C@H:16]([NH:24][C:25](OC(C)(C)C)=[O:26])[CH2:17][C:18]1[CH:23]=[CH:22][CH:21]=[CH:20][CH:19]=1)[CH2:9]C(OCC)=O)[C:2]1[CH:7]=[CH:6][CH:5]=[CH:4][CH:3]=1.C(O)(C(F)(F)F)=O. Product: [CH2:1]([N:8]1[CH:15]([CH3:32])[C@@H:16]([CH2:17][C:18]2[CH:23]=[CH:22][CH:21]=[CH:20][CH:19]=2)[NH:24][C:25](=[O:26])[CH2:9]1)[C:2]1[CH:7]=[CH:6][CH:5]=[CH:4][CH:3]=1. The catalyst class is: 4.